Dataset: Forward reaction prediction with 1.9M reactions from USPTO patents (1976-2016). Task: Predict the product of the given reaction. (1) Given the reactants [N:1]([C@H:4]1[C:13]2[C:8](=[C:9]([Br:14])[CH:10]=[CH:11][CH:12]=2)[CH2:7][CH2:6][CH2:5]1)=[N+]=[N-].[CH3:15][C:16]([O:19][C:20](O[C:20]([O:19][C:16]([CH3:18])([CH3:17])[CH3:15])=[O:21])=[O:21])([CH3:18])[CH3:17], predict the reaction product. The product is: [Br:14][C:9]1[CH:10]=[CH:11][CH:12]=[C:13]2[C:8]=1[CH2:7][CH2:6][CH2:5][C@H:4]2[NH:1][C:20](=[O:21])[O:19][C:16]([CH3:18])([CH3:17])[CH3:15]. (2) Given the reactants [CH2:1]1[C@@H:6]2[CH2:7][CH2:8][CH2:9][N:5]2[CH2:4][C@@H:3]([CH2:10][OH:11])[O:2]1.C(N(CC)CC)C.[CH3:19][S:20](Cl)(=[O:22])=[O:21], predict the reaction product. The product is: [CH3:19][S:20]([O:11][CH2:10][C@H:3]1[O:2][CH2:1][C@@H:6]2[CH2:7][CH2:8][CH2:9][N:5]2[CH2:4]1)(=[O:22])=[O:21]. (3) The product is: [CH:1]([C:4]1[N:9]=[C:8]([O:10][CH3:11])[C:7]([C:12]2[N:17]=[C:16]3[N:18]([CH3:25])[CH:19]=[C:20]([CH:21]([CH3:24])[CH2:22][O:23][CH3:31])[C:15]3=[N:14][C:13]=2[CH3:26])=[CH:6][CH:5]=1)([CH3:3])[CH3:2]. Given the reactants [CH:1]([C:4]1[N:9]=[C:8]([O:10][CH3:11])[C:7]([C:12]2[N:17]=[C:16]3[N:18]([CH3:25])[CH:19]=[C:20]([CH:21]([CH3:24])[CH2:22][OH:23])[C:15]3=[N:14][C:13]=2[CH3:26])=[CH:6][CH:5]=1)([CH3:3])[CH3:2].[H-].[Na+].CI.[C:31](=O)(O)[O-].[Na+], predict the reaction product. (4) Given the reactants C(OC([N:8]1[CH2:13][CH2:12][C:11]([CH2:20][C:21]2[CH:26]=[CH:25][C:24]([F:27])=[CH:23][CH:22]=2)([CH2:14][N:15]2[CH:19]=[CH:18][N:17]=[CH:16]2)[CH2:10][CH2:9]1)=O)(C)(C)C.FC(F)(F)C(O)=O, predict the reaction product. The product is: [F:27][C:24]1[CH:23]=[CH:22][C:21]([CH2:20][C:11]2([CH2:14][N:15]3[CH:19]=[CH:18][N:17]=[CH:16]3)[CH2:10][CH2:9][NH:8][CH2:13][CH2:12]2)=[CH:26][CH:25]=1. (5) Given the reactants [Cl:1][C:2]1[CH:15]=[CH:14][C:5]([C:6]([NH:8][NH:9][C:10]([NH:12][CH3:13])=[O:11])=O)=[CH:4][CH:3]=1.C(O)(=O)CC(CC(O)=O)(C(O)=O)O, predict the reaction product. The product is: [Cl:1][C:2]1[CH:15]=[CH:14][C:5]([C:6]2[N:12]([CH3:13])[C:10](=[O:11])[NH:9][N:8]=2)=[CH:4][CH:3]=1. (6) Given the reactants C([O:3][C:4](=[O:33])[C:5]1[CH:10]=[CH:9][C:8]([C:11]2[CH:12]=[CH:13][C:14]3[CH:23]=[C:22]4[C:17]([C:18]([C:26]5[S:27][C:28]([CH3:31])=[CH:29][CH:30]=5)=[CH:19][C:20]([CH3:25])([CH3:24])[O:21]4)=[CH:16][C:15]=3[CH:32]=2)=[CH:7][CH:6]=1)C.[Li+].[OH-], predict the reaction product. The product is: [CH3:24][C:20]1([CH3:25])[CH:19]=[C:18]([C:26]2[S:27][C:28]([CH3:31])=[CH:29][CH:30]=2)[C:17]2[C:22](=[CH:23][C:14]3[CH:13]=[CH:12][C:11]([C:8]4[CH:9]=[CH:10][C:5]([C:4]([OH:33])=[O:3])=[CH:6][CH:7]=4)=[CH:32][C:15]=3[CH:16]=2)[O:21]1. (7) Given the reactants O[C:2]1[C:3]([C:11]2([CH2:32][OH:33])[C:19]3[C:14](=[CH:15][CH:16]=[CH:17][CH:18]=3)[N:13]([CH2:20][C:21]3[CH:30]=[CH:29][C:24]([C:25]([O:27][CH3:28])=[O:26])=[CH:23][CH:22]=3)[C:12]2=[O:31])=[CH:4][C:5]2[O:9][CH2:8][O:7][C:6]=2[CH:10]=1.C1(CCN2C3C(=CC=CC=3)C(C3C(O)=CC4OCOC=4C=3)(CO)C2=O)CC1, predict the reaction product. The product is: [O:31]=[C:12]1[C:11]2([C:3]3=[CH:4][C:5]4[O:9][CH2:8][O:7][C:6]=4[CH:10]=[C:2]3[O:33][CH2:32]2)[C:19]2[C:14](=[CH:15][CH:16]=[CH:17][CH:18]=2)[N:13]1[CH2:20][C:21]1[CH:22]=[CH:23][C:24]([C:25]([O:27][CH3:28])=[O:26])=[CH:29][CH:30]=1. (8) Given the reactants [N:1]1([C:6]2[CH:12]=[CH:11][C:9]([NH2:10])=[CH:8][CH:7]=2)[CH:5]=[CH:4][N:3]=[CH:2]1.C(N(CC)CC)C.Cl[C:21]1[C:26]([N+:27]([O-:29])=[O:28])=[CH:25][CH:24]=[C:23]([Cl:30])[N:22]=1, predict the reaction product. The product is: [N:1]1([C:6]2[CH:12]=[CH:11][C:9]([NH:10][C:21]3[C:26]([N+:27]([O-:29])=[O:28])=[CH:25][CH:24]=[C:23]([Cl:30])[N:22]=3)=[CH:8][CH:7]=2)[CH:5]=[CH:4][N:3]=[CH:2]1. (9) Given the reactants [F:1][C:2]1[CH:7]=[CH:6][C:5]([S:8]([NH:11][C@@H:12]([CH2:16]O)[CH2:13][CH2:14][OH:15])(=[O:10])=[O:9])=[CH:4][CH:3]=1.C(P(CCCC)CCCC)CCC, predict the reaction product. The product is: [F:1][C:2]1[CH:7]=[CH:6][C:5]([S:8]([N:11]2[CH2:16][C@H:12]2[CH2:13][CH2:14][OH:15])(=[O:10])=[O:9])=[CH:4][CH:3]=1.